This data is from NCI-60 drug combinations with 297,098 pairs across 59 cell lines. The task is: Regression. Given two drug SMILES strings and cell line genomic features, predict the synergy score measuring deviation from expected non-interaction effect. (1) Drug 1: CCCCCOC(=O)NC1=NC(=O)N(C=C1F)C2C(C(C(O2)C)O)O. Drug 2: CS(=O)(=O)CCNCC1=CC=C(O1)C2=CC3=C(C=C2)N=CN=C3NC4=CC(=C(C=C4)OCC5=CC(=CC=C5)F)Cl. Cell line: MOLT-4. Synergy scores: CSS=-3.80, Synergy_ZIP=2.73, Synergy_Bliss=-1.54, Synergy_Loewe=-13.9, Synergy_HSA=-9.35. (2) Drug 1: CC1=C(C(=O)C2=C(C1=O)N3CC4C(C3(C2COC(=O)N)OC)N4)N. Drug 2: C1CC(CCC1OC2=C(C(=CC=C2)Cl)F)(CC3=NC(=CC=C3)NC4=NC=CS4)C(=O)O. Cell line: OVCAR3. Synergy scores: CSS=22.8, Synergy_ZIP=-7.19, Synergy_Bliss=-8.78, Synergy_Loewe=-4.85, Synergy_HSA=-2.63. (3) Drug 1: C1=CC(=CC=C1CCC2=CNC3=C2C(=O)NC(=N3)N)C(=O)NC(CCC(=O)O)C(=O)O. Drug 2: CC1C(C(=O)NC(C(=O)N2CCCC2C(=O)N(CC(=O)N(C(C(=O)O1)C(C)C)C)C)C(C)C)NC(=O)C3=C4C(=C(C=C3)C)OC5=C(C(=O)C(=C(C5=N4)C(=O)NC6C(OC(=O)C(N(C(=O)CN(C(=O)C7CCCN7C(=O)C(NC6=O)C(C)C)C)C)C(C)C)C)N)C. Cell line: LOX IMVI. Synergy scores: CSS=45.8, Synergy_ZIP=8.92, Synergy_Bliss=7.84, Synergy_Loewe=6.96, Synergy_HSA=7.69. (4) Drug 1: CC(CN1CC(=O)NC(=O)C1)N2CC(=O)NC(=O)C2. Drug 2: N.N.Cl[Pt+2]Cl. Cell line: M14. Synergy scores: CSS=11.5, Synergy_ZIP=-1.61, Synergy_Bliss=6.86, Synergy_Loewe=4.40, Synergy_HSA=4.55. (5) Cell line: UACC62. Drug 2: CC1C(C(CC(O1)OC2CC(CC3=C2C(=C4C(=C3O)C(=O)C5=C(C4=O)C(=CC=C5)OC)O)(C(=O)CO)O)N)O.Cl. Drug 1: C1=CC(=CC=C1C#N)C(C2=CC=C(C=C2)C#N)N3C=NC=N3. Synergy scores: CSS=34.6, Synergy_ZIP=-5.11, Synergy_Bliss=-4.97, Synergy_Loewe=-17.1, Synergy_HSA=-2.82. (6) Drug 1: C1CC(C1)(C(=O)O)C(=O)O.[NH2-].[NH2-].[Pt+2]. Drug 2: CCN(CC)CCNC(=O)C1=C(NC(=C1C)C=C2C3=C(C=CC(=C3)F)NC2=O)C. Cell line: KM12. Synergy scores: CSS=21.6, Synergy_ZIP=1.76, Synergy_Bliss=3.50, Synergy_Loewe=-32.7, Synergy_HSA=-0.297. (7) Drug 1: CC12CCC3C(C1CCC2O)C(CC4=C3C=CC(=C4)O)CCCCCCCCCS(=O)CCCC(C(F)(F)F)(F)F. Drug 2: CC1C(C(CC(O1)OC2CC(CC3=C2C(=C4C(=C3O)C(=O)C5=C(C4=O)C(=CC=C5)OC)O)(C(=O)CO)O)N)O.Cl. Cell line: SNB-75. Synergy scores: CSS=52.0, Synergy_ZIP=-0.0455, Synergy_Bliss=1.18, Synergy_Loewe=-0.435, Synergy_HSA=3.80. (8) Drug 1: CN1CCC(CC1)COC2=C(C=C3C(=C2)N=CN=C3NC4=C(C=C(C=C4)Br)F)OC. Drug 2: C1CC(=O)NC(=O)C1N2C(=O)C3=CC=CC=C3C2=O. Cell line: NCI-H226. Synergy scores: CSS=16.6, Synergy_ZIP=3.77, Synergy_Bliss=10.1, Synergy_Loewe=2.60, Synergy_HSA=9.21. (9) Drug 1: CN(C)N=NC1=C(NC=N1)C(=O)N. Drug 2: CC1CCC2CC(C(=CC=CC=CC(CC(C(=O)C(C(C(=CC(C(=O)CC(OC(=O)C3CCCCN3C(=O)C(=O)C1(O2)O)C(C)CC4CCC(C(C4)OC)O)C)C)O)OC)C)C)C)OC. Cell line: HCT-15. Synergy scores: CSS=13.9, Synergy_ZIP=-10.6, Synergy_Bliss=-10.5, Synergy_Loewe=-36.4, Synergy_HSA=-9.79. (10) Drug 1: CC(C1=C(C=CC(=C1Cl)F)Cl)OC2=C(N=CC(=C2)C3=CN(N=C3)C4CCNCC4)N. Drug 2: CN(C)N=NC1=C(NC=N1)C(=O)N. Cell line: ACHN. Synergy scores: CSS=7.92, Synergy_ZIP=-6.42, Synergy_Bliss=-7.31, Synergy_Loewe=-8.81, Synergy_HSA=-7.02.